Task: Predict the reactants needed to synthesize the given product.. Dataset: Retrosynthesis with 50K atom-mapped reactions and 10 reaction types from USPTO Given the product CCc1cc(Br)c2c(c1)CC(COS(=O)(=O)c1ccc(C)cc1)O2, predict the reactants needed to synthesize it. The reactants are: CCc1cc(Br)c2c(c1)CC(CO)O2.Cc1ccc(S(=O)(=O)Cl)cc1.